This data is from Full USPTO retrosynthesis dataset with 1.9M reactions from patents (1976-2016). The task is: Predict the reactants needed to synthesize the given product. (1) Given the product [Si:15]([O:14][C@H:11]1[CH2:12][CH2:13][C@H:8]([C:5]2[N:6]=[CH:7][C:2]([NH2:24])=[CH:3][CH:4]=2)[CH2:9][CH2:10]1)([C:18]([CH3:21])([CH3:20])[CH3:19])([CH3:17])[CH3:16], predict the reactants needed to synthesize it. The reactants are: Br[C:2]1[CH:3]=[CH:4][C:5]([C@H:8]2[CH2:13][CH2:12][C@H:11]([O:14][Si:15]([C:18]([CH3:21])([CH3:20])[CH3:19])([CH3:17])[CH3:16])[CH2:10][CH2:9]2)=[N:6][CH:7]=1.CC1C(C(O)=O)=C(C)N(C2C=CC(C(F)(F)F)=CN=2)[N:24]=1. (2) Given the product [NH2:30][CH2:31][C:32]([OH:34])=[O:33].[CH3:1][C@@H:2]([C@@H:8]1[C@@:12]2([CH3:29])[CH2:13][CH2:14][C@@H:15]3[C@@:20]4([CH3:26])[CH2:21][CH2:22][C@@H:23]([OH:25])[CH2:24][C@H:19]4[C@H:18]([OH:27])[C@H:17]([OH:28])[C@H:16]3[C@@H:11]2[CH2:10][CH2:9]1)[CH2:3][CH2:4][C:5]([OH:7])=[O:6], predict the reactants needed to synthesize it. The reactants are: [CH3:1][C@@H:2]([C@@H:8]1[C@@:12]2([CH3:29])[CH2:13][CH2:14][C@@H:15]3[C@@:20]4([CH3:26])[CH2:21][CH2:22][C@@H:23]([OH:25])[CH2:24][C@H:19]4[C@H:18]([OH:27])[C@H:17]([OH:28])[C@H:16]3[C@@H:11]2[CH2:10][CH2:9]1)[CH2:3][CH2:4][C:5]([OH:7])=[O:6].[NH2:30][CH2:31][C:32]([OH:34])=[O:33].